This data is from Full USPTO retrosynthesis dataset with 1.9M reactions from patents (1976-2016). The task is: Predict the reactants needed to synthesize the given product. (1) Given the product [CH2:24]([NH:27][C:3]([C:5]1[N:6]=[CH:7][C:8]2[C:9](=[O:23])[N:10]([CH2:16][C:17]3[CH:22]=[CH:21][CH:20]=[CH:19][CH:18]=3)[CH:11]=[CH:12][C:13]=2[C:14]=1[OH:15])=[O:4])[CH2:25][CH3:26], predict the reactants needed to synthesize it. The reactants are: CO[C:3]([C:5]1[N:6]=[CH:7][C:8]2[C:9](=[O:23])[N:10]([CH2:16][C:17]3[CH:22]=[CH:21][CH:20]=[CH:19][CH:18]=3)[CH:11]=[CH:12][C:13]=2[C:14]=1[OH:15])=[O:4].[CH2:24]([NH2:27])[CH2:25][CH3:26].C(O)(=O)C.O. (2) Given the product [F:23][C:19]1[CH:18]=[C:17]([CH:22]=[CH:21][CH:20]=1)[CH2:16][N:12]1[C:11]2[CH2:10][CH2:9][C@@H:8]([NH:24][C:25]([CH:27]3[CH2:29][CH2:28]3)=[O:26])[CH2:7][C:6]=2[C:5]2[C:13]1=[CH:14][CH:15]=[C:3]([CH:1]=[O:31])[CH:4]=2, predict the reactants needed to synthesize it. The reactants are: [C:1]([C:3]1[CH:4]=[C:5]2[C:13](=[CH:14][CH:15]=1)[N:12]([CH2:16][C:17]1[CH:22]=[CH:21][CH:20]=[C:19]([F:23])[CH:18]=1)[C:11]1[CH2:10][CH2:9][C@@H:8]([NH:24][C:25]([CH:27]3[CH2:29][CH2:28]3)=[O:26])[CH2:7][C:6]2=1)#N.C(O)=[O:31]. (3) Given the product [NH2:53][C:10]1[CH:9]=[C:8]([O:7][C:6]2[C:5]([F:18])=[CH:4][C:3]([NH:19][C:20]([C:22]3[C:23](=[O:35])[N:24]([C:29]4[CH:34]=[CH:33][CH:32]=[CH:31][CH:30]=4)[N:25]([CH3:28])[C:26]=3[CH3:27])=[O:21])=[C:2]([Cl:1])[CH:17]=2)[CH:13]=[CH:12][N:11]=1, predict the reactants needed to synthesize it. The reactants are: [Cl:1][C:2]1[C:3]([NH:19][C:20]([C:22]2[C:23](=[O:35])[N:24]([C:29]3[CH:34]=[CH:33][CH:32]=[CH:31][CH:30]=3)[N:25]([CH3:28])[C:26]=2[CH3:27])=[O:21])=[CH:4][C:5]([F:18])=[C:6]([CH:17]=1)[O:7][C:8]1[CH:13]=[CH:12][N:11]=[C:10](C(N)=O)[CH:9]=1.C(OI(C1C=CC=CC=1)OC(=O)C)(=O)C.CC#[N:53]. (4) Given the product [CH3:21][CH:17]([CH2:16][S:15][CH:2]([CH2:3][C:4](=[O:5])[CH:6]1[C:11]([CH3:12])([CH3:13])[CH2:10][CH:9]=[CH:8][CH:7]1[CH3:14])[CH3:1])[C:18]([OH:20])=[O:19], predict the reactants needed to synthesize it. The reactants are: [CH3:1]/[CH:2]=[CH:3]/[C:4]([CH:6]1[C:11]([CH3:13])([CH3:12])[CH2:10][CH:9]=[CH:8][CH:7]1[CH3:14])=[O:5].[SH:15][CH2:16][CH:17]([CH3:21])[C:18]([OH:20])=[O:19]. (5) Given the product [NH2:1][C:2]1[CH:11]=[CH:10][C:5]([C:6]([O:8][CH3:9])=[O:7])=[C:4]([Cl:12])[C:3]=1[C:51]#[C:50][Si:47]([CH3:49])([CH3:48])[CH3:46], predict the reactants needed to synthesize it. The reactants are: [NH2:1][C:2]1[CH:11]=[CH:10][C:5]([C:6]([O:8][CH3:9])=[O:7])=[C:4]([Cl:12])[C:3]=1I.NC1C(I)=CC(C(OC)=O)=C(Cl)C=1.C1C=CC(P(C2C=CC=CC=2)C2C=CC=CC=2)=CC=1.[CH3:46][Si:47]([C:50]#[CH:51])([CH3:49])[CH3:48]. (6) Given the product [NH2:27][C:22]1[CH:21]=[C:20]([CH:25]=[CH:24][C:23]=1[CH3:26])[C:19]([NH:18][C:12]1[S:11][C:10]([NH:9][C:6]2[CH:5]=[CH:4][C:3]([O:2][CH3:1])=[CH:8][CH:7]=2)=[N:14][C:13]=1[C:15]([NH2:17])=[O:16])=[O:30], predict the reactants needed to synthesize it. The reactants are: [CH3:1][O:2][C:3]1[CH:8]=[CH:7][C:6]([NH:9][C:10]2[S:11][C:12]([NH:18][C:19](=[O:30])[C:20]3[CH:25]=[CH:24][C:23]([CH3:26])=[C:22]([N+:27]([O-])=O)[CH:21]=3)=[C:13]([C:15]([NH2:17])=[O:16])[N:14]=2)=[CH:5][CH:4]=1. (7) Given the product [OH:4][CH2:1][C:2]#[C:3][C:6]1[CH:11]=[CH:10][C:9]([C:12]2[CH:17]=[CH:16][C:15]([C:18](=[O:30])[N:19]([CH:21]([C:26]([NH:28][CH3:29])=[O:27])[C:22]([O:24][CH3:25])=[O:23])[CH3:20])=[CH:14][CH:13]=2)=[CH:8][CH:7]=1, predict the reactants needed to synthesize it. The reactants are: [CH2:1]([OH:4])[C:2]#[CH:3].I[C:6]1[CH:11]=[CH:10][C:9]([C:12]2[CH:17]=[CH:16][C:15]([C:18](=[O:30])[N:19]([CH:21]([C:26]([NH:28][CH3:29])=[O:27])[C:22]([O:24][CH3:25])=[O:23])[CH3:20])=[CH:14][CH:13]=2)=[CH:8][CH:7]=1.